From a dataset of Catalyst prediction with 721,799 reactions and 888 catalyst types from USPTO. Predict which catalyst facilitates the given reaction. (1) Reactant: [F:1][C:2]1([F:23])[CH2:7][CH2:6][CH:5]([NH:8][C:9]([NH:11][C:12]([NH:14][CH:15]2[CH2:20][CH2:19][C:18]([F:22])([F:21])[CH2:17][CH2:16]2)=[NH:13])=[NH:10])[CH2:4][CH2:3]1.[C:24]1([C:30]2[N:34]=[C:33]([C:35](OCC)=O)[S:32][N:31]=2)[CH:29]=[CH:28][CH:27]=[CH:26][CH:25]=1.C[O-].[Na+].O. Product: [F:1][C:2]1([F:23])[CH2:7][CH2:6][CH:5]([NH:8][C:9]2[N:11]=[C:12]([NH:14][CH:15]3[CH2:20][CH2:19][C:18]([F:21])([F:22])[CH2:17][CH2:16]3)[N:13]=[C:35]([C:33]3[S:32][N:31]=[C:30]([C:24]4[CH:25]=[CH:26][CH:27]=[CH:28][CH:29]=4)[N:34]=3)[N:10]=2)[CH2:4][CH2:3]1. The catalyst class is: 5. (2) Reactant: [NH:1]1[CH2:6][CH2:5][CH:4]([C:7]2[CH:8]=[C:9]([NH:13][C:14](=[O:16])[CH3:15])[CH:10]=[CH:11][CH:12]=2)[CH2:3][CH2:2]1.Br[CH2:18][CH2:19][CH2:20][NH:21][C:22](=[O:28])[O:23][C:24]([CH3:27])([CH3:26])[CH3:25].C(N(C(C)C)CC)(C)C. Product: [C:14]([NH:13][C:9]1[CH:8]=[C:7]([CH:4]2[CH2:5][CH2:6][N:1]([CH2:18][CH2:19][CH2:20][NH:21][C:22](=[O:28])[O:23][C:24]([CH3:27])([CH3:26])[CH3:25])[CH2:2][CH2:3]2)[CH:12]=[CH:11][CH:10]=1)(=[O:16])[CH3:15]. The catalyst class is: 12.